This data is from Full USPTO retrosynthesis dataset with 1.9M reactions from patents (1976-2016). The task is: Predict the reactants needed to synthesize the given product. (1) Given the product [CH3:3][C:4]1[CH:5]=[C:6]([CH:20]=[CH:21][C:22]=1[CH3:23])[C:7]([C:9]1[C:18](=[O:19])[C:17]2[C:12](=[CH:13][CH:14]=[CH:15][CH:16]=2)[N:11]([CH2:24][CH2:25][C:26]2[CH:31]=[CH:30][CH:29]=[CH:28][CH:27]=2)[CH:10]=1)=[O:8], predict the reactants needed to synthesize it. The reactants are: [H-].[Na+].[CH3:3][C:4]1[CH:5]=[C:6]([CH:20]=[CH:21][C:22]=1[CH3:23])[C:7]([C:9]1[C:18](=[O:19])[C:17]2[C:12](=[CH:13][CH:14]=[CH:15][CH:16]=2)[NH:11][CH:10]=1)=[O:8].[CH2:24](Br)[CH2:25][C:26]1[CH:31]=[CH:30][CH:29]=[CH:28][CH:27]=1. (2) Given the product [ClH:18].[CH3:1][O:2][C:3](=[O:16])[C@H:4]([O:14][CH3:15])[CH2:5][NH2:6], predict the reactants needed to synthesize it. The reactants are: [CH3:1][O:2][C:3](=[O:16])[CH:4]([O:14][CH3:15])[CH2:5][NH:6]C(OC(C)(C)C)=O.C(Cl)[Cl:18]. (3) Given the product [NH2:1][C:2]1[CH:3]=[C:4]([CH:9]([CH2:15][CH2:16][CH3:17])[CH2:10][C:11]([O:13][CH3:14])=[O:12])[CH:5]=[CH:6][C:7]=1[Cl:8], predict the reactants needed to synthesize it. The reactants are: [NH2:1][C:2]1[CH:3]=[C:4]([C:9]([CH2:15][CH2:16][CH3:17])=[CH:10][C:11]([O:13][CH3:14])=[O:12])[CH:5]=[CH:6][C:7]=1[Cl:8].NC1C=C(C(=CCC)CC(OC)=O)C=CC=1Cl. (4) Given the product [I:1][C:2]1[CH:3]=[C:4]([N:8]2[N:12]=[N:11][C:10]([CH2:13][O:14][C:21]3[N:22]([CH3:32])[C:23]([C:26]4[CH:31]=[CH:30][N:29]=[CH:28][CH:27]=4)=[N:24][N:25]=3)=[N:9]2)[CH:5]=[CH:6][CH:7]=1, predict the reactants needed to synthesize it. The reactants are: [I:1][C:2]1[CH:3]=[C:4]([N:8]2[N:12]=[N:11][C:10]([CH2:13][OH:14])=[N:9]2)[CH:5]=[CH:6][CH:7]=1.[H-].[Na+].CS([C:21]1[N:22]([CH3:32])[C:23]([C:26]2[CH:31]=[CH:30][N:29]=[CH:28][CH:27]=2)=[N:24][N:25]=1)(=O)=O.